Task: Predict the reactants needed to synthesize the given product.. Dataset: Full USPTO retrosynthesis dataset with 1.9M reactions from patents (1976-2016) (1) Given the product [N:1]1[CH:6]=[CH:5][CH:4]=[C:3]([C:7]2[CH:8]=[C:9]([CH:10]=[CH:11][CH:12]=2)[O:13][CH2:15][C:16]([O:18][CH3:19])=[O:17])[CH:2]=1, predict the reactants needed to synthesize it. The reactants are: [N:1]1[CH:6]=[CH:5][CH:4]=[C:3]([C:7]2[CH:8]=[C:9]([OH:13])[CH:10]=[CH:11][CH:12]=2)[CH:2]=1.Br[CH2:15][C:16]([O:18][CH3:19])=[O:17].C(=O)([O-])[O-].[Cs+].[Cs+]. (2) Given the product [C:1]12([C:11]3[CH:12]=[CH:13][C:14]([O:15][CH2:16][C:17]([NH:28][CH2:27][C:23]4[O:22][CH:26]=[CH:25][CH:24]=4)=[O:19])=[CH:20][CH:21]=3)[CH2:8][CH:7]3[CH2:6][CH:5]([CH2:4][CH:3]([CH2:9]3)[CH2:2]1)[CH2:10]2, predict the reactants needed to synthesize it. The reactants are: [C:1]12([C:11]3[CH:21]=[CH:20][C:14]([O:15][CH2:16][C:17]([OH:19])=O)=[CH:13][CH:12]=3)[CH2:10][CH:5]3[CH2:6][CH:7]([CH2:9][CH:3]([CH2:4]3)[CH2:2]1)[CH2:8]2.[O:22]1[CH:26]=[CH:25][CH:24]=[C:23]1[CH2:27][NH2:28]. (3) Given the product [Cl:1][C:2]1[CH:7]=[CH:6][C:5]([S:8][CH2:12][CH2:13][CH2:14][CH2:15][CH2:16][N:17]2[C:25]3[C:24]([CH3:26])=[C:23]([CH3:27])[N:22]=[C:21]([O:28][C:29]4[CH:30]=[CH:31][CH:32]=[CH:33][CH:34]=4)[C:20]=3[N:19]=[C:18]2[CH2:35][CH2:36][CH3:37])=[CH:4][CH:3]=1, predict the reactants needed to synthesize it. The reactants are: [Cl:1][C:2]1[CH:7]=[CH:6][C:5]([SH:8])=[CH:4][CH:3]=1.[H-].[Na+].Cl[CH2:12][CH2:13][CH2:14][CH2:15][CH2:16][N:17]1[C:25]2[C:24]([CH3:26])=[C:23]([CH3:27])[N:22]=[C:21]([O:28][C:29]3[CH:34]=[CH:33][CH:32]=[CH:31][CH:30]=3)[C:20]=2[N:19]=[C:18]1[CH2:35][CH2:36][CH3:37].O. (4) The reactants are: C[O:2][C:3]1[CH:20]=[CH:19][C:6]2[N:7]=[C:8]([C:10]3[CH:11]=[N:12][C:13]([N:16]([CH3:18])[CH3:17])=[N:14][CH:15]=3)[O:9][C:5]=2[CH:4]=1.CN(C)C1N=CC(C2OC3C=CC(O)=CC=3N=2)=CC=1. Given the product [CH3:17][N:16]([CH3:18])[C:13]1[N:14]=[CH:15][C:10]([C:8]2[O:9][C:5]3[CH:4]=[C:3]([OH:2])[CH:20]=[CH:19][C:6]=3[N:7]=2)=[CH:11][N:12]=1, predict the reactants needed to synthesize it. (5) Given the product [N:36]1([S:33]([N:6]([CH2:5][C:4]([OH:42])=[O:3])[CH2:7][C:8]2[CH:13]=[CH:12][CH:11]=[C:10]([O:14][CH2:15][CH2:16][C:17]3[N:18]=[C:19]([C:23]4[CH:24]=[CH:25][C:26]([C:29]([F:32])([F:30])[F:31])=[CH:27][CH:28]=4)[O:20][C:21]=3[CH3:22])[CH:9]=2)(=[O:34])=[O:35])[CH2:41][CH2:40][CH2:39][CH2:38][CH2:37]1, predict the reactants needed to synthesize it. The reactants are: C([O:3][C:4](=[O:42])[CH2:5][N:6]([S:33]([N:36]1[CH2:41][CH2:40][CH2:39][CH2:38][CH2:37]1)(=[O:35])=[O:34])[CH2:7][C:8]1[CH:13]=[CH:12][CH:11]=[C:10]([O:14][CH2:15][CH2:16][C:17]2[N:18]=[C:19]([C:23]3[CH:28]=[CH:27][C:26]([C:29]([F:32])([F:31])[F:30])=[CH:25][CH:24]=3)[O:20][C:21]=2[CH3:22])[CH:9]=1)C.O.[OH-].[Li+]. (6) Given the product [CH2:33]([O:32][CH:4]([O:3][CH2:1][CH3:2])[C:5]1[N:44]=[C:43]([CH2:42][C:39]2[CH:40]=[CH:41][C:36]([F:35])=[CH:37][CH:38]=2)[C:8]([F:9])=[C:7]([NH:12][C:13]([C:26]2[CH:27]=[CH:28][CH:29]=[CH:30][CH:31]=2)([C:20]2[CH:21]=[CH:22][CH:23]=[CH:24][CH:25]=2)[C:14]2[CH:15]=[CH:16][CH:17]=[CH:18][CH:19]=2)[CH:6]=1)[CH3:34], predict the reactants needed to synthesize it. The reactants are: [CH2:1]([O:3][CH:4]([O:32][CH2:33][CH3:34])[C:5]#[C:6][C:7](=[N:12][C:13]([C:26]1[CH:31]=[CH:30][CH:29]=[CH:28][CH:27]=1)([C:20]1[CH:25]=[CH:24][CH:23]=[CH:22][CH:21]=1)[C:14]1[CH:19]=[CH:18][CH:17]=[CH:16][CH:15]=1)[C:8](F)(F)[F:9])[CH3:2].[F:35][C:36]1[CH:41]=[CH:40][C:39]([CH2:42][CH2:43][NH2:44])=[CH:38][CH:37]=1.C(=O)([O-])[O-].[Cs+].[Cs+].